Dataset: Forward reaction prediction with 1.9M reactions from USPTO patents (1976-2016). Task: Predict the product of the given reaction. Given the reactants C[Si]([C:5]#[C:6][C:7]1[CH:8]=[N:9][CH:10]=[C:11]([CH:14]=1)[C:12]#[N:13])(C)C.[F:15][C:16]1[CH:23]=[CH:22][C:21](I)=[CH:20][C:17]=1[CH:18]=[O:19].C(N(CC)CC)C.[F-].C([N+](CCCC)(CCCC)CCCC)CCC, predict the reaction product. The product is: [F:15][C:16]1[CH:23]=[CH:22][C:21]([C:5]#[C:6][C:7]2[CH:8]=[N:9][CH:10]=[C:11]([CH:14]=2)[C:12]#[N:13])=[CH:20][C:17]=1[CH:18]=[O:19].